From a dataset of Reaction yield outcomes from USPTO patents with 853,638 reactions. Predict the reaction yield, written as a fraction of the theoretical maximum amount of product (1.0 means a 100% yield; for example, 0.34 means a 34% yield). (1) The reactants are [N+:1]([C:4]1[CH:9]=[CH:8][C:7]([CH3:10])=[C:6]([O:11][CH3:12])[CH:5]=1)([O-:3])=[O:2].CC([O:16][C:17]([CH3:19])=[O:18])=O.OS(O)(=O)=O.[CH3:25][C:26]([OH:28])=[O:27]. No catalyst specified. The product is [N+:1]([C:4]1[CH:9]=[CH:8][C:7]([CH:10]([O:16][C:17](=[O:18])[CH3:19])[O:28][C:26](=[O:27])[CH3:25])=[C:6]([O:11][CH3:12])[CH:5]=1)([O-:3])=[O:2]. The yield is 0.510. (2) The reactants are [F:1][C:2]1[CH:25]=[C:24]([N+:26]([O-])=O)[CH:23]=[CH:22][C:3]=1[O:4][C:5]1[CH:10]=[CH:9][N:8]=[C:7]2[CH:11]=[C:12]([C:14]3[N:15]=[CH:16][N:17]([CH2:19][O:20][CH3:21])[CH:18]=3)[S:13][C:6]=12.[Cl-].[NH4+]. The catalyst is CCO.O.[Fe]. The product is [F:1][C:2]1[CH:25]=[C:24]([CH:23]=[CH:22][C:3]=1[O:4][C:5]1[CH:10]=[CH:9][N:8]=[C:7]2[CH:11]=[C:12]([C:14]3[N:15]=[CH:16][N:17]([CH2:19][O:20][CH3:21])[CH:18]=3)[S:13][C:6]=12)[NH2:26]. The yield is 1.00. (3) The reactants are [OH-].[Na+].[CH:3]1([CH2:6][S:7]([N:10]([C:18]2[C:19]([F:28])=[C:20]([C:24]([F:27])=[CH:25][CH:26]=2)[C:21]([OH:23])=[O:22])S(CC2CC2)(=O)=O)(=[O:9])=[O:8])[CH2:5][CH2:4]1. The catalyst is C1COCC1.CO. The product is [CH:3]1([CH2:6][S:7]([NH:10][C:18]2[C:19]([F:28])=[C:20]([C:24]([F:27])=[CH:25][CH:26]=2)[C:21]([OH:23])=[O:22])(=[O:8])=[O:9])[CH2:5][CH2:4]1. The yield is 0.510. (4) The reactants are O=[C:2]([C:6]1[CH:11]=[CH:10][N:9]=[CH:8][CH:7]=1)[CH2:3][C:4]#[N:5].[OH2:12].[NH2:13][NH2:14].[C:15](O)(=O)[CH3:16]. No catalyst specified. The product is [N:9]1[CH:10]=[CH:11][C:6]([C:2]2[NH:14][N:13]=[C:4]([NH:5][C:15](=[O:12])[CH3:16])[CH:3]=2)=[CH:7][CH:8]=1. The yield is 0.560. (5) The reactants are [CH3:1][NH:2][CH3:3].[CH2:4]([O:6][C:7](=[O:22])[CH2:8][C:9]1[C:10]([Cl:21])=[CH:11][CH:12]=[C:13]2[C:18]=1[N:17]=[C:16]([CH:19]=O)[CH:15]=[CH:14]2)[CH3:5].[BH3-]C#N.[Na+].C(O)(=O)C.C([O-])(O)=O.[Na+]. The catalyst is C1COCC1.CO.O. The product is [CH2:4]([O:6][C:7](=[O:22])[CH2:8][C:9]1[C:10]([Cl:21])=[CH:11][CH:12]=[C:13]2[C:18]=1[N:17]=[C:16]([CH2:19][N:2]([CH3:3])[CH3:1])[CH:15]=[CH:14]2)[CH3:5]. The yield is 0.780. (6) The catalyst is C1C=CC(/C=C/C(/C=C/C2C=CC=CC=2)=O)=CC=1.C1C=CC(/C=C/C(/C=C/C2C=CC=CC=2)=O)=CC=1.C1C=CC(/C=C/C(/C=C/C2C=CC=CC=2)=O)=CC=1.[Pd].[Pd].COCCOC. The reactants are [O-]P([O-])([O-])=O.[K+].[K+].[K+].Br[C:10]1[CH:19]=[CH:18][C:13]([C:14]([O:16][CH3:17])=[O:15])=[CH:12][CH:11]=1.[NH:20]1[CH2:25][CH2:24][O:23][CH2:22][CH2:21]1. The yield is 0.800. The product is [C:14]([C:13]1[CH:18]=[CH:19][C:10]([N:20]2[CH2:25][CH2:24][O:23][CH2:22][CH2:21]2)=[CH:11][CH:12]=1)([O:16][CH3:17])=[O:15]. (7) The reactants are [C:1]([C:5]1[CH:6]=[C:7]([OH:13])[C:8](=[CH:11][CH:12]=1)[CH:9]=O)([CH3:4])([CH3:3])[CH3:2].[F:14][C:15]([F:27])([C:23]([F:26])([F:25])[F:24])[CH:16]=[CH:17][C:18]([O:20][CH2:21][CH3:22])=[O:19].C([O-])([O-])=O.[K+].[K+].Cl. The catalyst is CN(C=O)C.C(OCC)(=O)C. The product is [CH3:2][C:1]([C:5]1[CH:12]=[CH:11][C:8]2[CH:9]=[C:17]([C:18]([O:20][CH2:21][CH3:22])=[O:19])[CH:16]([C:15]([F:14])([F:27])[C:23]([F:25])([F:24])[F:26])[O:13][C:7]=2[CH:6]=1)([CH3:4])[CH3:3]. The yield is 0.700.